From a dataset of Reaction yield outcomes from USPTO patents with 853,638 reactions. Predict the reaction yield, written as a fraction of the theoretical maximum amount of product (1.0 means a 100% yield; for example, 0.34 means a 34% yield). (1) The reactants are [I:1]/[CH:2]=[CH:3]/[CH2:4][CH2:5][CH2:6][CH2:7][CH2:8][CH2:9][CH2:10][C:11]([O:13][CH3:14])=[O:12].C(I)(I)I.O. The catalyst is C1COCC1.O1CCOCC1.CCOCC. The product is [CH3:14][O:13][C:11](=[O:12])[CH2:10][CH2:9][CH2:8][CH2:7][CH2:6][CH2:5][CH2:4][CH:3]=[CH:2][I:1]. The yield is 0.630. (2) The reactants are [C:1]([O:5][C:6](=[O:26])[CH2:7][C@@H:8]([CH2:14]OS(C1C=CC(C)=CC=1)(=O)=O)[C@@H:9]([CH3:13])[CH:10]([CH3:12])[CH3:11])([CH3:4])([CH3:3])[CH3:2].[N-:27]=[N+:28]=[N-:29].[Na+].O. The catalyst is CS(C)=O. The product is [C:1]([O:5][C:6](=[O:26])[CH2:7][C@@H:8]([CH2:14][N:27]=[N+:28]=[N-:29])[C@@H:9]([CH3:13])[CH:10]([CH3:12])[CH3:11])([CH3:4])([CH3:3])[CH3:2]. The yield is 0.800. (3) The reactants are C([O:4][C:5]1[CH:10]=[CH:9][C:8]([S:11]([N:14]([CH2:24][C:25]2[CH:34]=[CH:33][C:28]([C:29]([O:31]C)=[O:30])=[CH:27][CH:26]=2)[CH2:15][C:16]2[CH:21]=[CH:20][CH:19]=[CH:18][C:17]=2[O:22][CH3:23])(=[O:13])=[O:12])=[CH:7][CH:6]=1)(=O)C.[OH-].[Na+]. The catalyst is C1COCC1. The product is [OH:4][C:5]1[CH:6]=[CH:7][C:8]([S:11]([N:14]([CH2:24][C:25]2[CH:26]=[CH:27][C:28]([C:29]([OH:31])=[O:30])=[CH:33][CH:34]=2)[CH2:15][C:16]2[CH:21]=[CH:20][CH:19]=[CH:18][C:17]=2[O:22][CH3:23])(=[O:12])=[O:13])=[CH:9][CH:10]=1. The yield is 0.150.